Predict the product of the given reaction. From a dataset of Forward reaction prediction with 1.9M reactions from USPTO patents (1976-2016). (1) Given the reactants [F:1][C:2]1[CH:3]=[C:4]([N:9]2[CH2:13][C@H:12]([CH2:14]OS(C)(=O)=O)[O:11][C:10]2=[O:20])[CH:5]=[CH:6][C:7]=1[I:8].[C:21]1(=[O:31])[NH:25][C:24](=[O:26])[C:23]2=[CH:27][CH:28]=[CH:29][CH:30]=[C:22]12.[K], predict the reaction product. The product is: [F:1][C:2]1[CH:3]=[C:4]([N:9]2[CH2:13][C@@H:12]([CH2:14][N:25]3[C:21](=[O:31])[C:22]4[C:23](=[CH:27][CH:28]=[CH:29][CH:30]=4)[C:24]3=[O:26])[O:11][C:10]2=[O:20])[CH:5]=[CH:6][C:7]=1[I:8]. (2) Given the reactants [N+:1]([C:4]1[CH:5]=[C:6]([CH:9]=[CH:10][C:11]=1[O:12][CH3:13])[CH2:7][Br:8])([O-:3])=[O:2].[C:14]1([P:20]([C:27]2[CH:32]=[CH:31][CH:30]=[CH:29][CH:28]=2)[C:21]2[CH:26]=[CH:25][CH:24]=[CH:23][CH:22]=2)[CH:19]=[CH:18][CH:17]=[CH:16][CH:15]=1, predict the reaction product. The product is: [Br-:8].[CH3:13][O:12][C:11]1[CH:10]=[CH:9][C:6]([CH2:7][P+:20]([C:21]2[CH:22]=[CH:23][CH:24]=[CH:25][CH:26]=2)([C:27]2[CH:32]=[CH:31][CH:30]=[CH:29][CH:28]=2)[C:14]2[CH:15]=[CH:16][CH:17]=[CH:18][CH:19]=2)=[CH:5][C:4]=1[N+:1]([O-:3])=[O:2].